This data is from Reaction yield outcomes from USPTO patents with 853,638 reactions. The task is: Predict the reaction yield, written as a fraction of the theoretical maximum amount of product (1.0 means a 100% yield; for example, 0.34 means a 34% yield). The reactants are C1C=CC2N(O)N=NC=2C=1.CCN=C=NCCCN(C)C.C(N(C(C)C)CC)(C)C.[F:31][C:32]([F:53])([F:52])[C:33]1[O:37][N:36]=[C:35]([C:38]2[CH:39]=[C:40]([CH:49]=[CH:50][CH:51]=2)[C:41]([NH:43][CH2:44][CH2:45][C:46]([OH:48])=O)=[O:42])[N:34]=1.O[N:55]=[C:56]([NH2:63])[C:57]1[CH:62]=[CH:61][CH:60]=[CH:59][CH:58]=1. The catalyst is ClCCl.CN(C=O)C.C(OCC)(=O)C.C1(C)C=CC=CC=1. The product is [C:57]1([C:56]2[N:63]=[C:46]([CH2:45][CH2:44][NH:43][C:41](=[O:42])[C:40]3[CH:49]=[CH:50][CH:51]=[C:38]([C:35]4[N:34]=[C:33]([C:32]([F:31])([F:53])[F:52])[O:37][N:36]=4)[CH:39]=3)[O:48][N:55]=2)[CH:62]=[CH:61][CH:60]=[CH:59][CH:58]=1. The yield is 0.0700.